Dataset: Reaction yield outcomes from USPTO patents with 853,638 reactions. Task: Predict the reaction yield, written as a fraction of the theoretical maximum amount of product (1.0 means a 100% yield; for example, 0.34 means a 34% yield). (1) The reactants are [CH:1]([C:4]1[CH:9]=[CH:8][C:7]([OH:10])=[CH:6][C:5]=1[OH:11])([CH3:3])[CH3:2].[Br-:12].[Br-].[Br-].C([N+](C)(C)C)C1C=CC=CC=1.C([N+](C)(C)C)C1C=CC=CC=1.C([N+](C)(C)C)C1C=CC=CC=1. The catalyst is C(Cl)Cl. The product is [Br:12][C:8]1[CH:9]=[C:4]([CH:1]([CH3:3])[CH3:2])[C:5]([OH:11])=[CH:6][C:7]=1[OH:10]. The yield is 0.760. (2) The reactants are [I:1][C:2]1[CH:11]=[CH:10][C:5]([C:6](OC)=[O:7])=[C:4]([O:12][CH3:13])[CH:3]=1.CC(C[AlH]CC(C)C)C.[NH4+].[Cl-]. The catalyst is C1COCC1. The product is [I:1][C:2]1[CH:11]=[CH:10][C:5]([CH2:6][OH:7])=[C:4]([O:12][CH3:13])[CH:3]=1. The yield is 0.310. (3) The reactants are [CH3:1][N:2]([CH3:19])[C:3](=O)[CH2:4][O:5][C:6]1[CH:15]=[CH:14][C:9]([C:10](OC)=[O:11])=[CH:8][C:7]=1[O:16][CH3:17].CCOCC.[H-].[Al+3].[Li+].[H-].[H-].[H-]. The catalyst is C1COCC1. The product is [CH3:1][N:2]([CH3:19])[CH2:3][CH2:4][O:5][C:6]1[CH:15]=[CH:14][C:9]([CH2:10][OH:11])=[CH:8][C:7]=1[O:16][CH3:17]. The yield is 1.00. (4) The reactants are C(OC([N:8]1[CH2:13][CH2:12][CH:11]([C:14]2[C:22]3[C:17](=[CH:18][C:19]([F:23])=[CH:20][CH:21]=3)[N:16]([C:24]3[CH:29]=[CH:28][CH:27]=[CH:26][CH:25]=3)[C:15]=2[CH2:30][CH3:31])[CH2:10][CH2:9]1)=O)(C)(C)C.FC(F)(F)C(O)=O. The catalyst is C(Cl)Cl. The product is [CH2:30]([C:15]1[N:16]([C:24]2[CH:29]=[CH:28][CH:27]=[CH:26][CH:25]=2)[C:17]2[C:22]([C:14]=1[CH:11]1[CH2:10][CH2:9][NH:8][CH2:13][CH2:12]1)=[CH:21][CH:20]=[C:19]([F:23])[CH:18]=2)[CH3:31]. The yield is 0.570.